Dataset: Reaction yield outcomes from USPTO patents with 853,638 reactions. Task: Predict the reaction yield, written as a fraction of the theoretical maximum amount of product (1.0 means a 100% yield; for example, 0.34 means a 34% yield). (1) The reactants are [Br:1][C:2]1[NH:6][C:5]([CH3:7])=[C:4]([C:8]([O:10][CH2:11][CH3:12])=[O:9])[CH:3]=1.[H-].[Na+].C1OCCOCCOCCOCCOC1.Cl.[N:31]1[CH:36]=[CH:35][CH:34]=[C:33]([S:37](Cl)(=[O:39])=[O:38])[CH:32]=1.C(=O)([O-])O.[Na+]. The catalyst is O1CCCC1. The product is [Br:1][C:2]1[N:6]([S:37]([C:33]2[CH:32]=[N:31][CH:36]=[CH:35][CH:34]=2)(=[O:39])=[O:38])[C:5]([CH3:7])=[C:4]([C:8]([O:10][CH2:11][CH3:12])=[O:9])[CH:3]=1. The yield is 0.640. (2) The reactants are [O:1]=[C:2]1[CH2:7][CH:6]([C:8]([O:10][CH3:11])=[O:9])[CH2:5][CH:4]([C:12]([O:14][CH3:15])=[O:13])[CH2:3]1.[CH2:16](O)[CH2:17][OH:18]. The catalyst is C1(C)C=CC=CC=1.C1(C)C=CC(S(O)(=O)=O)=CC=1. The product is [O:18]1[C:2]2([CH2:3][CH:4]([C:12]([O:14][CH3:15])=[O:13])[CH2:5][CH:6]([C:8]([O:10][CH3:11])=[O:9])[CH2:7]2)[O:1][CH2:16][CH2:17]1. The yield is 0.820. (3) The reactants are [CH3:1][C:2]([N+:10]([O-])=O)([CH3:9])[CH2:3][CH2:4][S:5]([CH3:8])(=[O:7])=[O:6].C(=O)([O-])[O-].[H][H]. The catalyst is CCO.C(Cl)Cl.[Pd]. The product is [CH3:1][C:2]([NH2:10])([CH2:3][CH2:4][S:5]([CH3:8])(=[O:7])=[O:6])[CH3:9]. The yield is 0.920. (4) The reactants are [NH2:1][C:2]([C:4]1[CH:5]=[N:6][C:7]2[C:12]([C:13]=1[NH:14][C:15]1[CH:16]=[C:17]([CH:22]=[CH:23][CH:24]=1)[C:18]([O:20][CH3:21])=[O:19])=[CH:11][C:10]([O:25][CH3:26])=[C:9](Cl)[CH:8]=2)=[O:3].[N:28]1[CH:33]=[CH:32][C:31](B(O)O)=[CH:30][CH:29]=1.C(=O)([O-])[O-].[K+].[K+]. The catalyst is O1CCOCC1.O.CC(C)([P](C(C)(C)C)([Pd][P](C(C)(C)C)(C(C)(C)C)C(C)(C)C)C(C)(C)C)C. The product is [NH2:1][C:2]([C:4]1[CH:5]=[N:6][C:7]2[C:12]([C:13]=1[NH:14][C:15]1[CH:16]=[C:17]([CH:22]=[CH:23][CH:24]=1)[C:18]([O:20][CH3:21])=[O:19])=[CH:11][C:10]([O:25][CH3:26])=[C:9]([C:31]1[CH:32]=[CH:33][N:28]=[CH:29][CH:30]=1)[CH:8]=2)=[O:3]. The yield is 0.570. (5) The reactants are [Cl:1][C:2]1[CH:3]=[CH:4][C:5]([C@:8]([C:21]2[CH:26]=[C:25]([C:27]([F:30])([F:29])[F:28])[CH:24]=[C:23]([F:31])[CH:22]=2)([NH:14][C:15](=[O:20])[C:16]([CH3:19])([CH3:18])[CH3:17])[CH2:9][C:10]([O:12]C)=[O:11])=[N:6][CH:7]=1.[Li+].[OH-].Cl. The catalyst is C1COCC1.CCOC(C)=O. The product is [Cl:1][C:2]1[CH:3]=[CH:4][C:5]([C@:8]([C:21]2[CH:26]=[C:25]([C:27]([F:30])([F:28])[F:29])[CH:24]=[C:23]([F:31])[CH:22]=2)([NH:14][C:15](=[O:20])[C:16]([CH3:19])([CH3:18])[CH3:17])[CH2:9][C:10]([OH:12])=[O:11])=[N:6][CH:7]=1. The yield is 0.850. (6) The reactants are [N+:1]([C:4]1[CH:10]=[CH:9][C:7]([NH2:8])=[CH:6][CH:5]=1)([O-:3])=[O:2].[NH2:11][C:12]1[N:17]=[C:16](Cl)[CH:15]=[C:14]([CH3:19])[N:13]=1.Cl. The catalyst is C(OCCO)C. The product is [CH3:19][C:14]1[N:13]=[C:12]([NH2:11])[N:17]=[C:16]([NH:8][C:7]2[CH:9]=[CH:10][C:4]([N+:1]([O-:3])=[O:2])=[CH:5][CH:6]=2)[CH:15]=1. The yield is 0.510. (7) The reactants are C([C@@H]1NC[C@H](CC(C)C)NC1=O)C(C)C.[N:16]1[CH:21]=[CH:20][CH:19]=[C:18]([C:22](=[CH2:26])C(O)=O)[CH:17]=1.[CH2:27]([C@@H:31]1[N:36]([C:37](=[O:46])/C=C/C2C=CC=CC=2)[CH2:35][C@H:34]([CH2:47]C(C)C)[NH:33][C:32]1=[O:51])[CH:28]([CH3:30])[CH3:29]. No catalyst specified. The product is [CH2:27]([C@@H:31]1[N:36]([C:37](=[O:46])[CH:26]=[CH:22][C:18]2[CH:17]=[N:16][CH:21]=[CH:20][CH:19]=2)[CH2:35][C@H:34]([CH3:47])[NH:33][C:32]1=[O:51])[CH:28]([CH3:30])[CH3:29]. The yield is 0.930. (8) The reactants are [Cl:1][C:2]1[CH:3]=[CH:4][C:5]([N+:19]([O-])=O)=[C:6]([CH:18]=1)[O:7][C:8]1[CH:17]=[CH:16][CH:15]=[CH:14][C:9]=1[C:10]([O:12][CH3:13])=[O:11].O.O.Cl[Sn]Cl.O.C(=O)(O)[O-]. The catalyst is C(O)C.C(OCC)(=O)C. The product is [NH2:19][C:5]1[CH:4]=[CH:3][C:2]([Cl:1])=[CH:18][C:6]=1[O:7][C:8]1[CH:17]=[CH:16][CH:15]=[CH:14][C:9]=1[C:10]([O:12][CH3:13])=[O:11]. The yield is 0.510.